This data is from Full USPTO retrosynthesis dataset with 1.9M reactions from patents (1976-2016). The task is: Predict the reactants needed to synthesize the given product. Given the product [CH3:1][O:2][C:3]1[C:8]([C:18]2[NH:11][C:12]3[C:13]([CH:19]=2)=[CH:14][CH:15]=[CH:16][CH:17]=3)=[CH:7][CH:6]=[CH:5][CH:4]=1, predict the reactants needed to synthesize it. The reactants are: [CH3:1][O:2][C:3]1[CH:8]=[CH:7][CH:6]=[C:5](N)[CH:4]=1.C[N:11]([CH3:18])[C:12]1[CH:17]=[CH:16][CH:15]=[CH:14][CH:13]=1.[CH3:19]OC1C=CC(C(CBr)=O)=CC=1.Cl.